Dataset: Catalyst prediction with 721,799 reactions and 888 catalyst types from USPTO. Task: Predict which catalyst facilitates the given reaction. Reactant: [O:1]=[C:2]1[NH:10][C:5]2=[N:6][CH:7]=[CH:8][CH:9]=[C:4]2[C:3]21[CH2:26][C:13]1[CH:14]=[N:15][C:16]([NH:18]C(=O)OC(C)(C)C)=[CH:17][C:12]=1[CH2:11]2.[C:27]([OH:33])([C:29]([F:32])([F:31])[F:30])=[O:28]. Product: [F:30][C:29]([F:32])([F:31])[C:27]([OH:33])=[O:28].[NH2:18][C:16]1[N:15]=[CH:14][C:13]2[CH2:26][C:3]3([CH2:11][C:12]=2[CH:17]=1)[C:4]1[C:5](=[N:6][CH:7]=[CH:8][CH:9]=1)[NH:10][C:2]3=[O:1]. The catalyst class is: 2.